Predict the reaction yield, written as a fraction of the theoretical maximum amount of product (1.0 means a 100% yield; for example, 0.34 means a 34% yield). From a dataset of Reaction yield outcomes from USPTO patents with 853,638 reactions. (1) The reactants are B(F)(F)F.CCOCC.[CH2:10]([C:17]1[C:18]([OH:39])=[CH:19][CH:20]=[C:21]2[C:26]=1[O:25][C:24](=[O:27])[C:23]([NH:28][C:29](=[O:38])[O:30][CH2:31][C:32]1[CH:37]=[CH:36][CH:35]=[CH:34][CH:33]=1)=[CH:22]2)[C:11]1[CH:16]=[CH:15][CH:14]=[CH:13][CH:12]=1.ClC(Cl)(Cl)C(=N)O[C@H:44]1[C@@H:49]2[O:50][C:51](=[O:53])[O:52][C@@H:48]2[C@@H:47]([O:54][CH3:55])[C:46]([CH3:57])([CH3:56])[O:45]1.C(N(CC)CC)C. The catalyst is C(Cl)Cl. The product is [CH2:10]([C:17]1[C:18]([O:39][C@H:44]2[C@@H:49]3[O:50][C:51](=[O:53])[O:52][C@@H:48]3[C@@H:47]([O:54][CH3:55])[C:46]([CH3:57])([CH3:56])[O:45]2)=[CH:19][CH:20]=[C:21]2[C:26]=1[O:25][C:24](=[O:27])[C:23]([NH:28][C:29](=[O:38])[O:30][CH2:31][C:32]1[CH:37]=[CH:36][CH:35]=[CH:34][CH:33]=1)=[CH:22]2)[C:11]1[CH:16]=[CH:15][CH:14]=[CH:13][CH:12]=1. The yield is 0.390. (2) The reactants are [Cl-].ClC[P+](C)(C)C.[CH2:8]([Li])CCC.CCCCCC.[C:19]([O:23][C:24]([NH:26][C:27]1([CH:30]=O)[CH2:29][CH2:28]1)=[O:25])([CH3:22])([CH3:21])[CH3:20].Cl[C:33]([O:35][CH2:36][CH3:37])=[O:34].[Cl-].[Na+]. The catalyst is O1CCCC1. The product is [C:19]([O:23][C:24]([NH:26][C:27]1([C:30]#[C:8][C:33]([O:35][CH2:36][CH3:37])=[O:34])[CH2:28][CH2:29]1)=[O:25])([CH3:20])([CH3:21])[CH3:22]. The yield is 0.639. (3) The reactants are N([O-])=O.[Na+].N[C:6]1[N:7]([C:17]2[C:26]3[C:21](=[CH:22][CH:23]=[CH:24][CH:25]=3)[C:20]([CH:27]3[CH2:29][CH2:28]3)=[CH:19][CH:18]=2)[C:8]([S:11][CH2:12][C:13]([O:15][CH3:16])=[O:14])=[N:9][N:10]=1.ClC(Cl)C(O)=O.ClCCl.C(Br)(Br)[Br:40]. The catalyst is [Cl-].C([N+](CC)(CC)CC)C1C=CC=CC=1. The product is [Br:40][C:6]1[N:7]([C:17]2[C:26]3[C:21](=[CH:22][CH:23]=[CH:24][CH:25]=3)[C:20]([CH:27]3[CH2:29][CH2:28]3)=[CH:19][CH:18]=2)[C:8]([S:11][CH2:12][C:13]([O:15][CH3:16])=[O:14])=[N:9][N:10]=1. The yield is 0.850. (4) The reactants are [NH2:1][C:2]1[CH:7]=[CH:6][C:5]([S:8]([NH2:11])(=[O:10])=[O:9])=[CH:4][CH:3]=1.[Cl:12][C:13]1[CH:14]=[C:15]([NH:23][C:24](OC2C=CC=CC=2)=[O:25])[C:16](=[CH:21][CH:22]=1)[C:17]([O:19][CH3:20])=[O:18]. No catalyst specified. The product is [NH2:1][C:2]1[CH:7]=[CH:6][C:5]([S:8]([NH:11][C:24]([NH:23][C:15]2[CH:14]=[C:13]([Cl:12])[CH:22]=[CH:21][C:16]=2[C:17]([O:19][CH3:20])=[O:18])=[O:25])(=[O:9])=[O:10])=[CH:4][CH:3]=1. The yield is 0.940. (5) The reactants are [C:1]([O:5][C:6]([NH:8][C@:9]([CH3:39])([CH2:20][CH2:21][C:22]1[O:23][C:24]([C:27](=[O:38])[CH2:28][CH2:29][CH2:30][CH2:31][C:32]2[CH:37]=[CH:36][CH:35]=[CH:34][CH:33]=2)=[CH:25][CH:26]=1)[CH:10]=[CH:11][P:12](=[O:19])([O:16][CH2:17][CH3:18])[O:13][CH2:14][CH3:15])=[O:7])([CH3:4])([CH3:3])[CH3:2]. The catalyst is C(O)C.C1C=CC(P(C2C=CC=CC=2)C2C=CC=CC=2)=CC=1.C1C=CC(P(C2C=CC=CC=2)C2C=CC=CC=2)=CC=1.C1C=CC(P(C2C=CC=CC=2)C2C=CC=CC=2)=CC=1.[Cl-].[Rh]. The product is [C:1]([O:5][C:6]([NH:8][C@:9]([CH3:39])([CH2:20][CH2:21][C:22]1[O:23][C:24]([C:27](=[O:38])[CH2:28][CH2:29][CH2:30][CH2:31][C:32]2[CH:37]=[CH:36][CH:35]=[CH:34][CH:33]=2)=[CH:25][CH:26]=1)[CH2:10][CH2:11][P:12](=[O:19])([O:13][CH2:14][CH3:15])[O:16][CH2:17][CH3:18])=[O:7])([CH3:2])([CH3:3])[CH3:4]. The yield is 0.850. (6) The reactants are [Cl:1][C:2]1[CH:3]=[C:4]([CH:9]=[C:10]([Cl:29])[C:11]=1[C:12]([N:14]1[C:22]2[CH:21]=[CH:20][N:19]=[C:18](NC(C3CC3)=O)[C:17]=2[CH:16]=[CH:15]1)=[O:13])[C:5]([O:7]C)=[O:6].[OH-].[Na+].[O:32]1[CH2:36][CH2:35][CH2:34][CH2:33]1. The catalyst is O. The product is [Cl:1][C:2]1[CH:3]=[C:4]([CH:9]=[C:10]([Cl:29])[C:11]=1[C:12]([N:14]1[C:22]2[CH:21]=[CH:20][N:19]=[C:18]([C:36]([CH:35]3[CH2:33][CH2:34]3)=[O:32])[C:17]=2[CH:16]=[CH:15]1)=[O:13])[C:5]([OH:7])=[O:6]. The yield is 0.970. (7) The reactants are [NH2:1][C:2]1[CH:7]=[CH:6][C:5]([C:8]2[CH:13]=[CH:12][C:11]([C:14](=[O:24])[CH2:15][CH:16]([CH2:21][CH2:22][CH3:23])[C:17]([O:19]C)=[O:18])=[CH:10][CH:9]=2)=[CH:4][CH:3]=1.Cl[C:26]1[S:27][C:28]2[CH:34]=[C:33]([Cl:35])[CH:32]=[CH:31][C:29]=2[N:30]=1.S1C2C=CC=CC=2N=C1NC1C=CC(C2C=CC(C(=O)CC(C)(C)C(O)=O)=CC=2)=CC=1. No catalyst specified. The product is [Cl:35][C:33]1[CH:32]=[CH:31][C:29]2[N:30]=[C:26]([NH:1][C:2]3[CH:3]=[CH:4][C:5]([C:8]4[CH:13]=[CH:12][C:11]([C:14](=[O:24])[CH2:15][CH:16]([CH2:21][CH2:22][CH3:23])[C:17]([OH:19])=[O:18])=[CH:10][CH:9]=4)=[CH:6][CH:7]=3)[S:27][C:28]=2[CH:34]=1. The yield is 0.180. (8) The reactants are [F:1][C:2]1[CH:3]=[C:4]([Cl:13])[C:5]([O:11][CH3:12])=[C:6]([CH:8]([NH2:10])[CH3:9])[CH:7]=1.F[C:15]1[CH:20]=[C:19]([F:21])[CH:18]=[CH:17][C:16]=1[S:22]([CH3:25])(=[O:24])=[O:23].C(N(CC)C(C)C)(C)C.ClCCl. The catalyst is CN(C)C=O. The product is [F:21][C:19]1[CH:20]=[CH:15][C:16]([S:22]([CH3:25])(=[O:24])=[O:23])=[C:17]([NH:10][CH:8]([C:6]2[CH:7]=[C:2]([F:1])[CH:3]=[C:4]([Cl:13])[C:5]=2[O:11][CH3:12])[CH3:9])[CH:18]=1. The yield is 0.260. (9) The reactants are [C:1]([O:5][C:6]([C@H:8]1[CH2:10][C@@H:9]1[CH:11]1[CH2:15][CH2:14][N:13](O)[C:12]1=[O:17])=[O:7])([CH3:4])([CH3:3])[CH3:2].CO.[OH-].[Na+]. The catalyst is [Cl-].[Cl-].[Cl-].[Ti+3].O. The product is [C:1]([O:5][C:6]([C@H:8]1[CH2:10][C@@H:9]1[CH:11]1[CH2:15][CH2:14][NH:13][C:12]1=[O:17])=[O:7])([CH3:4])([CH3:2])[CH3:3]. The yield is 0.884. (10) The reactants are [NH:1]1[CH2:6][CH2:5][CH:4]([CH2:7][NH2:8])[CH2:3][CH2:2]1.C(=O)C1C=CC=CC=1.[CH3:17][C:18]([O:21][C:22](O[C:22]([O:21][C:18]([CH3:20])([CH3:19])[CH3:17])=[O:23])=[O:23])([CH3:20])[CH3:19]. The catalyst is C1(C)C=CC=CC=1. The product is [C:18]([O:21][C:22]([N:1]1[CH2:6][CH2:5][CH:4]([CH2:7][NH2:8])[CH2:3][CH2:2]1)=[O:23])([CH3:20])([CH3:19])[CH3:17]. The yield is 0.920.